Dataset: Full USPTO retrosynthesis dataset with 1.9M reactions from patents (1976-2016). Task: Predict the reactants needed to synthesize the given product. (1) Given the product [CH2:15]([C:16]1[CH:2]=[C:3]([N:1]([CH2:18][C:19]2[N:23]([CH3:24])[N:22]=[C:21]([C:25]3[CH:26]=[CH:27][CH:28]=[CH:29][CH:30]=3)[N:20]=2)[C:2]2[CH:16]=[CH:15][C:5]([CH2:6][NH:7][C:8](=[O:14])[O:9][C:10]([CH3:12])([CH3:13])[CH3:11])=[CH:4][CH:3]=2)[CH:4]=[CH:44][CH:45]=1)[CH3:5], predict the reactants needed to synthesize it. The reactants are: [NH2:1][C:2]1[CH:16]=[CH:15][C:5]([CH2:6][NH:7][C:8](=[O:14])[O:9][C:10]([CH3:13])([CH3:12])[CH3:11])=[CH:4][CH:3]=1.Cl[CH:18](C1C=CC=C(CC)C=1)[C:19]1[N:23]([CH3:24])[N:22]=[C:21]([C:25]2[CH:30]=[CH:29][CH:28]=[CH:27][CH:26]=2)[N:20]=1.CCN([CH2:44][CH3:45])CC. (2) Given the product [Br:21][C:22]1[CH:23]=[C:24]2[C:42](=[CH:43][CH:44]=1)[C:27]1=[CH:28][C:29]3[C:30]([C:18]4[C:19]5[C:20]([C:2]6[CH:15]=[CH:14][CH:9]=[CH:8][C:3]=6[CH:17]=4)=[CH:7][CH:6]=[CH:5][CH:4]=5)([OH:41])[C:31]4[CH:32]=[CH:33][CH:34]=[CH:35][C:36]=4[C:37]([C:2]4[C:3]5[C:8]([C:9]6[CH:10]=[CH:11][CH:12]=[CH:13][C:14]=6[CH:15]=4)=[CH:7][CH:6]=[CH:5][CH:4]=5)([OH:40])[C:38]=3[CH:39]=[C:26]1[C:25]2([CH3:46])[CH3:45], predict the reactants needed to synthesize it. The reactants are: Br[C:2]1[C:3]2[C:8]([C:9]3[CH:10]=[CH:11][CH:12]=[CH:13][C:14]=3[CH:15]=1)=[CH:7][CH:6]=[CH:5][CH:4]=2.[Li][CH2:17][CH2:18][CH2:19][CH3:20].[Br:21][C:22]1[CH:23]=[C:24]2[C:42](=[CH:43][CH:44]=1)[C:27]1=[CH:28][C:29]3[C:30](=[O:41])[C:31]4[CH:32]=[CH:33][CH:34]=[CH:35][C:36]=4[C:37](=[O:40])[C:38]=3[CH:39]=[C:26]1[C:25]2([CH3:46])[CH3:45].